This data is from NCI-60 drug combinations with 297,098 pairs across 59 cell lines. The task is: Regression. Given two drug SMILES strings and cell line genomic features, predict the synergy score measuring deviation from expected non-interaction effect. (1) Drug 1: C1=NC2=C(N1)C(=S)N=C(N2)N. Drug 2: CC12CCC3C(C1CCC2O)C(CC4=C3C=CC(=C4)O)CCCCCCCCCS(=O)CCCC(C(F)(F)F)(F)F. Cell line: MCF7. Synergy scores: CSS=34.0, Synergy_ZIP=-10.6, Synergy_Bliss=-11.0, Synergy_Loewe=-1.90, Synergy_HSA=-1.000. (2) Drug 1: C1=NC2=C(N=C(N=C2N1C3C(C(C(O3)CO)O)F)Cl)N. Drug 2: CC1CCCC2(C(O2)CC(NC(=O)CC(C(C(=O)C(C1O)C)(C)C)O)C(=CC3=CSC(=N3)C)C)C. Cell line: EKVX. Synergy scores: CSS=21.4, Synergy_ZIP=-3.51, Synergy_Bliss=-0.460, Synergy_Loewe=-8.73, Synergy_HSA=-1.60. (3) Drug 1: CC1CCC2CC(C(=CC=CC=CC(CC(C(=O)C(C(C(=CC(C(=O)CC(OC(=O)C3CCCCN3C(=O)C(=O)C1(O2)O)C(C)CC4CCC(C(C4)OC)OCCO)C)C)O)OC)C)C)C)OC. Drug 2: CC(C)CN1C=NC2=C1C3=CC=CC=C3N=C2N. Cell line: T-47D. Synergy scores: CSS=6.46, Synergy_ZIP=-0.155, Synergy_Bliss=2.29, Synergy_Loewe=4.83, Synergy_HSA=3.68. (4) Drug 1: CS(=O)(=O)C1=CC(=C(C=C1)C(=O)NC2=CC(=C(C=C2)Cl)C3=CC=CC=N3)Cl. Drug 2: CC1C(C(CC(O1)OC2CC(CC3=C2C(=C4C(=C3O)C(=O)C5=C(C4=O)C(=CC=C5)OC)O)(C(=O)CO)O)N)O.Cl. Cell line: SK-MEL-2. Synergy scores: CSS=49.3, Synergy_ZIP=-1.14, Synergy_Bliss=-2.66, Synergy_Loewe=-1.78, Synergy_HSA=-1.92. (5) Drug 1: CN1C(=O)N2C=NC(=C2N=N1)C(=O)N. Drug 2: CC12CCC3C(C1CCC2O)C(CC4=C3C=CC(=C4)O)CCCCCCCCCS(=O)CCCC(C(F)(F)F)(F)F. Cell line: NCI/ADR-RES. Synergy scores: CSS=-4.20, Synergy_ZIP=0.281, Synergy_Bliss=-4.41, Synergy_Loewe=-8.02, Synergy_HSA=-7.90.